This data is from Full USPTO retrosynthesis dataset with 1.9M reactions from patents (1976-2016). The task is: Predict the reactants needed to synthesize the given product. (1) Given the product [OH:31][C@@H:13]1[C:12]2[CH:11]=[CH:10][C:5]3[N:6]([CH:7]=[CH:8][CH3:9])[C:2]([CH3:1])=[N:3][C:4]=3[C:17]=2[O:16][C@H:15]([C:18]2[CH:23]=[CH:22][CH:21]=[CH:20][CH:19]=2)[C@H:14]1[O:24][C:25](=[O:30])[C:26]([CH3:29])([CH3:28])[CH3:27], predict the reactants needed to synthesize it. The reactants are: [CH3:1][C:2]1[N:6]([CH:7]=[CH:8][CH3:9])[C:5]2[CH:10]=[CH:11][C:12]3[C:13](=[O:31])[C@H:14]([O:24][C:25](=[O:30])[C:26]([CH3:29])([CH3:28])[CH3:27])[C@@H:15]([C:18]4[CH:23]=[CH:22][CH:21]=[CH:20][CH:19]=4)[O:16][C:17]=3[C:4]=2[N:3]=1.[BH4-].[Na+]. (2) Given the product [NH2:1][C:2](=[O:41])[C@@H:3]([NH:7][C:8]([C:10]1([CH2:32][C:33]2[CH:38]=[CH:37][CH:36]=[C:35]([O:39][CH3:40])[CH:34]=2)[CH2:14][CH2:13][CH2:12][N:11]1[C:15]([C@@H:17]1[CH2:21][CH2:20][CH2:19][NH:18]1)=[O:16])=[O:9])[C@H:4]([OH:6])[CH3:5], predict the reactants needed to synthesize it. The reactants are: [NH2:1][C:2](=[O:41])[C@@H:3]([NH:7][C:8]([C:10]1([CH2:32][C:33]2[CH:38]=[CH:37][CH:36]=[C:35]([O:39][CH3:40])[CH:34]=2)[CH2:14][CH2:13][CH2:12][N:11]1[C:15]([C@@H:17]1[CH2:21][CH2:20][CH2:19][N:18]1C(OCC1C=CC=CC=1)=O)=[O:16])=[O:9])[C@H:4]([OH:6])[CH3:5]. (3) Given the product [Cl:1][C:2]1[CH:3]=[CH:4][C:5]([O:6][CH2:7][C:8]2[N:12]([CH2:13][CH2:14][CH2:15][CH2:16][CH2:17][CH:18]3[CH2:23][CH2:22][NH:21][CH2:20][CH2:19]3)[C:11]3[CH:31]=[CH:32][CH:33]=[C:34]([O:35][CH2:36][CH2:37][CH2:38][CH2:39][CH2:40][CH:41]4[CH2:46][CH2:45][NH:44][CH2:43][CH2:42]4)[C:10]=3[N:9]=2)=[CH:54][CH:55]=1, predict the reactants needed to synthesize it. The reactants are: [Cl:1][C:2]1[CH:55]=[CH:54][C:5]([O:6][CH2:7][C:8]2[N:12]([CH2:13][CH2:14][CH2:15][CH2:16][CH2:17][CH:18]3[CH2:23][CH2:22][N:21](C(OC(C)(C)C)=O)[CH2:20][CH2:19]3)[C:11]3[CH:31]=[CH:32][CH:33]=[C:34]([O:35][CH2:36][CH2:37][CH2:38][CH2:39][CH2:40][CH:41]4[CH2:46][CH2:45][N:44](C(OC(C)(C)C)=O)[CH2:43][CH2:42]4)[C:10]=3[N:9]=2)=[CH:4][CH:3]=1.FC(F)(F)C(O)=O. (4) Given the product [Br:6][C:7]1[CH:8]=[N:9][CH:10]=[C:11]([N+:14]([O-:16])=[O:15])[C:12]=1[N:24]1[CH2:29][CH2:28][CH:27]([CH2:30][NH:31][C:32](=[O:38])[O:33][C:34]([CH3:36])([CH3:35])[CH3:37])[CH2:26][CH2:25]1, predict the reactants needed to synthesize it. The reactants are: O1CCCC1.[Br:6][C:7]1[CH:8]=[N:9][CH:10]=[C:11]([N+:14]([O-:16])=[O:15])[C:12]=1Cl.C(N(CC)CC)C.[NH:24]1[CH2:29][CH2:28][CH:27]([CH2:30][NH:31][C:32](=[O:38])[O:33][C:34]([CH3:37])([CH3:36])[CH3:35])[CH2:26][CH2:25]1.